This data is from Catalyst prediction with 721,799 reactions and 888 catalyst types from USPTO. The task is: Predict which catalyst facilitates the given reaction. The catalyst class is: 21. Reactant: [Cl:1][C:2]1[N:7]=[C:6]([C:8]2[CH:13]=[CH:12][C:11]([OH:14])=[CH:10][CH:9]=2)[CH:5]=[CH:4][N:3]=1.Cl.Cl[CH2:17][CH2:18][N:19]1[CH2:24][CH2:23][O:22][CH2:21][CH2:20]1.[I-].[K+].C(=O)([O-])[O-].[K+].[K+]. Product: [Cl:1][C:2]1[N:7]=[C:6]([C:8]2[CH:13]=[CH:12][C:11]([O:14][CH2:17][CH2:18][N:19]3[CH2:24][CH2:23][O:22][CH2:21][CH2:20]3)=[CH:10][CH:9]=2)[CH:5]=[CH:4][N:3]=1.